Dataset: HIV replication inhibition screening data with 41,000+ compounds from the AIDS Antiviral Screen. Task: Binary Classification. Given a drug SMILES string, predict its activity (active/inactive) in a high-throughput screening assay against a specified biological target. The drug is O=S(=O)(O[IH2](O)CC(F)(F)F)C(F)(F)F. The result is 0 (inactive).